Predict the reaction yield, written as a fraction of the theoretical maximum amount of product (1.0 means a 100% yield; for example, 0.34 means a 34% yield). From a dataset of Reaction yield outcomes from USPTO patents with 853,638 reactions. (1) The reactants are [Br:1][C:2]1[CH:3]=[CH:4][C:5]([C:8]2[CH:13]=[CH:12][C:11]([OH:14])=[CH:10][CH:9]=2)=[N:6][CH:7]=1.[C:15]([N:22]1[CH2:27][CH2:26][CH:25]([CH2:28]O)[CH2:24][CH2:23]1)([O:17][C:18]([CH3:21])([CH3:20])[CH3:19])=[O:16].C1C=CC(P(C2C=CC=CC=2)C2C=CC=CC=2)=CC=1.N(C(OC(C)C)=O)=NC(OC(C)C)=O. The catalyst is C1COCC1. The product is [Br:1][C:2]1[CH:3]=[CH:4][C:5]([C:8]2[CH:13]=[CH:12][C:11]([O:14][CH2:28][CH:25]3[CH2:26][CH2:27][N:22]([C:15]([O:17][C:18]([CH3:19])([CH3:21])[CH3:20])=[O:16])[CH2:23][CH2:24]3)=[CH:10][CH:9]=2)=[N:6][CH:7]=1. The yield is 0.600. (2) The reactants are [CH:1]1[C:13]2[CH:12]([CH2:14][O:15][C:16]([NH:18][C@@H:19]([CH2:27][C:28]3[CH:29]=[N:30][C:31]([Br:34])=[CH:32][CH:33]=3)[C:20]([O:22]C(C)(C)C)=[O:21])=[O:17])[C:11]3[C:6](=[CH:7][CH:8]=[CH:9][CH:10]=3)[C:5]=2[CH:4]=[CH:3][CH:2]=1.[Cl-:35].[Ca+2].[Cl-]. The catalyst is C(O)(C(F)(F)F)=O. The product is [ClH:35].[CH:10]1[C:11]2[CH:12]([CH2:14][O:15][C:16]([NH:18][CH:19]([CH2:27][C:28]3[CH:29]=[N:30][C:31]([Br:34])=[CH:32][CH:33]=3)[C:20]([OH:22])=[O:21])=[O:17])[C:13]3[C:5](=[CH:4][CH:3]=[CH:2][CH:1]=3)[C:6]=2[CH:7]=[CH:8][CH:9]=1. The yield is 0.860. (3) The reactants are [CH3:13][C:12]([O:11][C:9](O[C:9]([O:11][C:12]([CH3:15])([CH3:14])[CH3:13])=[O:10])=[O:10])([CH3:15])[CH3:14].Cl.[NH2:17][CH2:18][C@H:19]([C:23]1[CH:28]=[CH:27][C:26]([Cl:29])=[CH:25][CH:24]=1)[C:20]([OH:22])=[O:21].O.O.O.O.O.[OH-].C[N+](C)(C)C.CC#N. The catalyst is O. The product is [C:12]([O:11][C:9]([NH:17][CH2:18][C@H:19]([C:23]1[CH:24]=[CH:25][C:26]([Cl:29])=[CH:27][CH:28]=1)[C:20]([OH:22])=[O:21])=[O:10])([CH3:13])([CH3:14])[CH3:15]. The yield is 0.906. (4) The reactants are [Cl:1][C:2]1[N:3]=[CH:4][C:5]2[NH:11][C:10](=[O:12])[C:9]([CH2:14][CH3:15])([F:13])[CH2:8][N:7]([CH:16]3[CH2:20][CH2:19][CH2:18][CH2:17]3)[C:6]=2[N:21]=1.[H-].[Na+].[CH3:24]I. The catalyst is CC(N(C)C)=O. The product is [Cl:1][C:2]1[N:3]=[CH:4][C:5]2[N:11]([CH3:24])[C:10](=[O:12])[C:9]([CH2:14][CH3:15])([F:13])[CH2:8][N:7]([CH:16]3[CH2:17][CH2:18][CH2:19][CH2:20]3)[C:6]=2[N:21]=1. The yield is 0.800. (5) The reactants are Br[C:2]1[CH:3]=[C:4]2[C:9](=[CH:10][CH:11]=1)[C:8](=[O:12])[N:7]([CH3:13])[CH:6]=[CH:5]2.[CH3:14]B(O)O.C([O-])([O-])=O.[K+].[K+]. The catalyst is O.O1CCOCC1.C1C=CC([P]([Pd]([P](C2C=CC=CC=2)(C2C=CC=CC=2)C2C=CC=CC=2)([P](C2C=CC=CC=2)(C2C=CC=CC=2)C2C=CC=CC=2)[P](C2C=CC=CC=2)(C2C=CC=CC=2)C2C=CC=CC=2)(C2C=CC=CC=2)C2C=CC=CC=2)=CC=1. The product is [CH3:13][N:7]1[CH:6]=[CH:5][C:4]2[C:9](=[CH:10][CH:11]=[C:2]([CH3:14])[CH:3]=2)[C:8]1=[O:12]. The yield is 0.828. (6) The reactants are [CH:1]([C:4]1[CH:9]=[CH:8][C:7]([CH:10]2[C:14]3[C:15]([CH3:20])=[CH:16][CH:17]=[C:18]([CH3:19])[C:13]=3[O:12][C:11]2=[O:21])=[CH:6][CH:5]=1)([CH3:3])[CH3:2]. The catalyst is CCCCCC.C(OCC)(=O)C. The product is [OH:21][CH2:11][CH:10]([C:14]1[C:15]([CH3:20])=[CH:16][CH:17]=[C:18]([CH3:19])[C:13]=1[OH:12])[C:7]1[CH:6]=[CH:5][C:4]([CH:1]([CH3:3])[CH3:2])=[CH:9][CH:8]=1. The yield is 0.880.